This data is from Full USPTO retrosynthesis dataset with 1.9M reactions from patents (1976-2016). The task is: Predict the reactants needed to synthesize the given product. Given the product [F:44][CH:43]([F:45])[CH2:42][N:4]1[CH:5]([C:7]([O:9][C:10]([CH3:11])([CH3:13])[CH3:12])=[O:8])[CH2:6][N:2]([CH3:1])[C:3]1=[O:14], predict the reactants needed to synthesize it. The reactants are: [CH3:1][N:2]1[CH2:6][CH:5]([C:7]([O:9][C:10]([CH3:13])([CH3:12])[CH3:11])=[O:8])[NH:4][C:3]1=[O:14].O=C1N(C(OCC2C=CC=CC=2)=O)[C@H](C(O)=O)CN1.[H-].[Na+].FC(F)(F)S(O[CH2:42][CH:43]([F:45])[F:44])(=O)=O.